This data is from Full USPTO retrosynthesis dataset with 1.9M reactions from patents (1976-2016). The task is: Predict the reactants needed to synthesize the given product. (1) Given the product [F:10][C:9]([F:12])([F:11])[C@@H:8]([C:5]1[CH:6]=[CH:7][C:2]([C:19]2[CH:18]=[CH:17][CH:16]=[C:15]([F:14])[CH:20]=2)=[CH:3][CH:4]=1)[OH:13], predict the reactants needed to synthesize it. The reactants are: Br[C:2]1[CH:7]=[CH:6][C:5]([C@@H:8]([OH:13])[C:9]([F:12])([F:11])[F:10])=[CH:4][CH:3]=1.[F:14][C:15]1[CH:16]=[C:17](B(O)O)[CH:18]=[CH:19][CH:20]=1. (2) Given the product [NH:5]([C:6]1[CH:15]=[CH:14][C:9]([C:10]([O:12][CH3:13])=[O:11])=[CH:8][C:7]=1[O:16][CH3:17])[NH2:1], predict the reactants needed to synthesize it. The reactants are: [N:1]([O-])=O.[Na+].[NH2:5][C:6]1[CH:15]=[CH:14][C:9]([C:10]([O:12][CH3:13])=[O:11])=[CH:8][C:7]=1[O:16][CH3:17].O.O.[Sn](Cl)Cl. (3) Given the product [Cl:1][C:2]1[CH:3]=[CH:4][C:5]([CH3:21])=[C:6]([CH:8]([OH:20])[CH2:9][CH2:10][N:11]([CH3:19])[C:12](=[O:18])[O:13][C:14]([CH3:17])([CH3:15])[CH3:16])[CH:7]=1, predict the reactants needed to synthesize it. The reactants are: [Cl:1][C:2]1[CH:3]=[CH:4][C:5]([CH3:21])=[C:6]([C:8](=[O:20])[CH2:9][CH2:10][N:11]([CH3:19])[C:12](=[O:18])[O:13][C:14]([CH3:17])([CH3:16])[CH3:15])[CH:7]=1.[BH4-].[Na+]. (4) Given the product [C:23]([N:3]=[C:2]=[S:1])(=[O:25])[O:26][CH2:27][CH:16]1[C:17]2[CH:5]=[CH:6][CH:7]=[CH:8][C:9]=2[C:10]2[C:15]1=[CH:14][CH:13]=[CH:12][CH:11]=2, predict the reactants needed to synthesize it. The reactants are: [S-:1][C:2]#[N:3].[K+].[C:5]1(COC(Cl)=O)[C:17]2[CH2:16][C:15]3[C:10](=[CH:11][CH:12]=[CH:13][CH:14]=3)[C:9]=2[CH:8]=[CH:7][CH:6]=1.[C:23]([O:26][CH2:27]C)(=[O:25])C.